From a dataset of Full USPTO retrosynthesis dataset with 1.9M reactions from patents (1976-2016). Predict the reactants needed to synthesize the given product. (1) Given the product [F:3][C:4]1[CH:13]=[CH:12][C:7]([C:8]2[N:9]=[C:16]([C:15]([C:22]3[CH:27]=[CH:26][N:25]=[CH:24][CH:23]=3)([OH:14])[CH3:21])[O:11][N:10]=2)=[CH:6][CH:5]=1, predict the reactants needed to synthesize it. The reactants are: [H-].[Na+].[F:3][C:4]1[CH:13]=[CH:12][C:7]([C:8](=[N:10][OH:11])[NH2:9])=[CH:6][CH:5]=1.[OH:14][C:15]([C:22]1[CH:27]=[CH:26][N:25]=[CH:24][CH:23]=1)([CH3:21])[C:16](OCC)=O.CCOC(C)=O.CCCCCC. (2) Given the product [Br:14][C:4]1[C:3]([O:2][CH3:1])=[C:12]([CH3:13])[CH:11]=[C:10]2[C:5]=1[CH:6]=[CH:7][CH:8]=[N:9]2, predict the reactants needed to synthesize it. The reactants are: [CH3:1][O:2][C:3]1[CH:4]=[C:5]2[C:10](=[CH:11][C:12]=1[CH3:13])[N:9]=[CH:8][CH:7]=[CH:6]2.[Br:14]N1C(=O)CCC1=O.[OH-].[K+]. (3) The reactants are: [OH:1][C:2]1[C:10]2[N:9]=[C:8]([CH3:11])[N:7]([CH3:12])[C:6]=2[CH:5]=[C:4]([C:13]([N:15]([CH3:17])[CH3:16])=[O:14])[CH:3]=1.Cl[CH:19]1[C:28]2[C:23](=[CH:24][CH:25]=[CH:26][C:27]=2[CH3:29])[O:22][CH2:21][CH2:20]1. Given the product [CH3:17][N:15]([CH3:16])[C:13]([C:4]1[CH:3]=[C:2]([O:1][CH:19]2[C:28]3[C:23](=[CH:24][CH:25]=[CH:26][C:27]=3[CH3:29])[O:22][CH2:21][CH2:20]2)[C:10]2[N:9]=[C:8]([CH3:11])[N:7]([CH3:12])[C:6]=2[CH:5]=1)=[O:14], predict the reactants needed to synthesize it. (4) Given the product [CH3:1][C:2]1[CH:3]=[CH:4][C:5]([CH2:8][CH2:9][O:10][C@H:11]2[CH2:15][CH2:14][C@H:13]([NH2:16])[CH2:12]2)=[CH:6][CH:7]=1, predict the reactants needed to synthesize it. The reactants are: [CH3:1][C:2]1[CH:7]=[CH:6][C:5]([CH2:8][CH2:9][O:10][C@H:11]2[CH2:15][CH2:14][C@H:13]([NH:16]C(=O)OCC3C=CC=CC=3)[CH2:12]2)=[CH:4][CH:3]=1.[H][H].